This data is from Buchwald-Hartwig C-N cross coupling reaction yields with 55,370 reactions. The task is: Predict the reaction yield, written as a fraction of the theoretical maximum amount of product (1.0 means a 100% yield; for example, 0.34 means a 34% yield). (1) The reactants are Brc1cccnc1.Cc1ccc(N)cc1.O=S(=O)(O[Pd]1c2ccccc2-c2ccccc2N~1)C(F)(F)F.CC(C)c1cc(C(C)C)c(-c2ccccc2P(C2CCCCC2)C2CCCCC2)c(C(C)C)c1.CN(C)C(=NC(C)(C)C)N(C)C.Cc1cc(C)on1. No catalyst specified. The product is Cc1ccc(Nc2cccnc2)cc1. The yield is 0.263. (2) The reactants are COc1ccc(I)cc1.Cc1ccc(N)cc1.O=S(=O)(O[Pd]1c2ccccc2-c2ccccc2N~1)C(F)(F)F.CC(C)c1cc(C(C)C)c(-c2ccccc2P(C(C)(C)C)C(C)(C)C)c(C(C)C)c1.CCN=P(N=P(N(C)C)(N(C)C)N(C)C)(N(C)C)N(C)C.CCOC(=O)c1cnoc1C. No catalyst specified. The product is COc1ccc(Nc2ccc(C)cc2)cc1. The yield is 0.194. (3) The reactants are COc1ccc(Br)cc1.Cc1ccc(N)cc1.O=S(=O)(O[Pd]1c2ccccc2-c2ccccc2N~1)C(F)(F)F.CC(C)c1cc(C(C)C)c(-c2ccccc2P(C(C)(C)C)C(C)(C)C)c(C(C)C)c1.CN1CCCN2CCCN=C12.Cc1cc(C)on1. No catalyst specified. The product is COc1ccc(Nc2ccc(C)cc2)cc1. The yield is 0.504.